From a dataset of Forward reaction prediction with 1.9M reactions from USPTO patents (1976-2016). Predict the product of the given reaction. (1) Given the reactants Br[CH2:2][C:3]([O:5][C:6]([CH3:9])([CH3:8])[CH3:7])=[O:4].[F:10][C:11]([F:15])([F:14])[CH2:12][NH2:13], predict the reaction product. The product is: [F:10][C:11]([F:15])([F:14])[CH2:12][NH:13][CH2:2][C:3]([O:5][C:6]([CH3:9])([CH3:8])[CH3:7])=[O:4]. (2) Given the reactants [F:1][C:2]1([F:29])[CH2:7][CH2:6][N:5]([C:8]([C:10]2[NH:28][C:13]3=[N:14][CH:15]=[C:16]([O:18][CH2:19][CH2:20][CH2:21][N:22]4[CH2:26][CH2:25][CH2:24][C@H:23]4[CH3:27])[CH:17]=[C:12]3[CH:11]=2)=[O:9])[CH2:4][CH2:3]1.[H-].[Na+].[CH3:32][S:33](Cl)(=[O:35])=[O:34], predict the reaction product. The product is: [F:29][C:2]1([F:1])[CH2:7][CH2:6][N:5]([C:8]([C:10]2[N:28]([S:33]([CH3:32])(=[O:35])=[O:34])[C:13]3=[N:14][CH:15]=[C:16]([O:18][CH2:19][CH2:20][CH2:21][N:22]4[CH2:26][CH2:25][CH2:24][C@H:23]4[CH3:27])[CH:17]=[C:12]3[CH:11]=2)=[O:9])[CH2:4][CH2:3]1. (3) Given the reactants CCN=C=NCCCN(C)C.Cl.[C:13]([O:16][C:17]1[CH:25]=[CH:24][C:23]([Cl:26])=[CH:22][C:18]=1[C:19]([OH:21])=O)(=[O:15])[CH3:14].[NH2:27][C@@H:28]([CH2:46][C:47]1[CH:52]=[CH:51][CH:50]=[CH:49][CH:48]=1)[C:29]([NH:31][C:32]1[CH:37]=[C:36]([C:38]([F:41])([F:40])[F:39])[CH:35]=[C:34]([C:42]([F:45])([F:44])[F:43])[CH:33]=1)=[O:30].ON1C2C=CC=CC=2N=N1.Cl, predict the reaction product. The product is: [C:13]([O:16][C:17]1[CH:25]=[CH:24][C:23]([Cl:26])=[CH:22][C:18]=1[C:19]([NH:27][C@H:28]([C:29](=[O:30])[NH:31][C:32]1[CH:37]=[C:36]([C:38]([F:40])([F:41])[F:39])[CH:35]=[C:34]([C:42]([F:43])([F:44])[F:45])[CH:33]=1)[CH2:46][C:47]1[CH:48]=[CH:49][CH:50]=[CH:51][CH:52]=1)=[O:21])(=[O:15])[CH3:14].